From a dataset of Full USPTO retrosynthesis dataset with 1.9M reactions from patents (1976-2016). Predict the reactants needed to synthesize the given product. (1) Given the product [Br:19][C:16]1[CH:15]=[CH:14][C:13]([O:12][CH:10]2[CH2:11][N:8]([CH3:2])[CH2:9]2)=[CH:18][N:17]=1, predict the reactants needed to synthesize it. The reactants are: F[C:2](F)(F)C(O)=O.[NH:8]1[CH2:11][CH:10]([O:12][C:13]2[CH:14]=[CH:15][C:16]([Br:19])=[N:17][CH:18]=2)[CH2:9]1.C=O.[BH-](OC(C)=O)(OC(C)=O)OC(C)=O.[Na+]. (2) Given the product [CH3:11][N:8]1[C:7]([CH2:12][N:13]2[CH2:18][CH2:17][CH:16]([C:19]([OH:22])([CH3:21])[CH3:20])[CH2:15][CH2:14]2)=[N:6][C:5]2[C:9]1=[N:10][C:2]([N:35]1[C:36]3[CH:42]=[CH:41][CH:40]=[CH:39][C:37]=3[N:38]=[C:34]1[CH:30]1[CH2:31][CH2:32][CH2:33][O:29]1)=[N:3][C:4]=2[N:23]1[CH2:28][CH2:27][O:26][CH2:25][CH2:24]1, predict the reactants needed to synthesize it. The reactants are: Cl[C:2]1[N:10]=[C:9]2[C:5]([N:6]=[C:7]([CH2:12][N:13]3[CH2:18][CH2:17][CH:16]([C:19]([OH:22])([CH3:21])[CH3:20])[CH2:15][CH2:14]3)[N:8]2[CH3:11])=[C:4]([N:23]2[CH2:28][CH2:27][O:26][CH2:25][CH2:24]2)[N:3]=1.[O:29]1[CH2:33][CH2:32][CH2:31][CH:30]1[C:34]1[NH:38][C:37]2[CH:39]=[CH:40][CH:41]=[CH:42][C:36]=2[N:35]=1. (3) Given the product [CH2:19]([O:21][C:22](=[O:32])[CH2:23][C:24]1[CH:29]=[C:28]([NH:5][C:4]2[CH:6]=[CH:7][C:8]([O:9][C:10]3[CH:15]=[CH:14][N:13]=[C:12]4[NH:16][CH:17]=[CH:18][C:11]=34)=[C:2]([F:1])[CH:3]=2)[N:27]=[C:26]([NH2:31])[N:25]=1)[CH3:20], predict the reactants needed to synthesize it. The reactants are: [F:1][C:2]1[CH:3]=[C:4]([CH:6]=[CH:7][C:8]=1[O:9][C:10]1[CH:15]=[CH:14][N:13]=[C:12]2[NH:16][CH:17]=[CH:18][C:11]=12)[NH2:5].[CH2:19]([O:21][C:22](=[O:32])[CH2:23][C:24]1[CH:29]=[C:28](Cl)[N:27]=[C:26]([NH2:31])[N:25]=1)[CH3:20]. (4) Given the product [C:16]([C:2]1[C:10]2[C:5](=[CH:6][CH:7]=[C:8]([C:11]([O:13][CH3:14])=[O:18])[CH:9]=2)[NH:4][N:21]=1)#[N:19], predict the reactants needed to synthesize it. The reactants are: I[C:2]1[C:10]2[C:5](=[CH:6][CH:7]=[C:8]([C:11]([O:13][CH3:14])=O)[CH:9]=2)[NH:4]N=1.Cl[CH2:16]Cl.[OH-:18].[NH4+:19].[Cl-].[NH4+:21]. (5) Given the product [CH2:24]([N:21]1[CH2:22][CH2:23][N:18]([C:15]2[CH:16]=[CH:17][C:12]([NH:11][C:5]3[C:6]4[N:7]([N:8]=[CH:9][N:10]=4)[C:2]([C:39]4[CH:40]=[CH:41][C:36]([C:33]([NH2:34])=[O:35])=[CH:37][CH:38]=4)=[CH:3][CH:4]=3)=[CH:13][CH:14]=2)[CH2:19][CH2:20]1)[CH2:25][CH3:26], predict the reactants needed to synthesize it. The reactants are: Cl[C:2]1[N:7]2[N:8]=[CH:9][N:10]=[C:6]2[C:5]([NH:11][C:12]2[CH:17]=[CH:16][C:15]([N:18]3[CH2:23][CH2:22][N:21]([CH2:24][CH2:25][CH3:26])[CH2:20][CH2:19]3)=[CH:14][CH:13]=2)=[CH:4][CH:3]=1.C(=O)([O-])[O-].[K+].[K+].[C:33]([C:36]1[CH:41]=[CH:40][C:39](B(O)O)=[CH:38][CH:37]=1)(=[O:35])[NH2:34].O1CCOCC1. (6) Given the product [CH3:1][C:2]1([C:12]([O:14][CH3:15])=[O:13])[CH2:10][C:9]2[C:4](=[CH:5][CH:6]=[CH:7][CH:8]=2)[CH2:3]1, predict the reactants needed to synthesize it. The reactants are: [CH3:1][C:2]1([C:12]([O:14][CH3:15])=[O:13])[CH2:10][C:9]2[C:4](=[CH:5][CH:6]=[CH:7][CH:8]=2)[C:3]1=O.[H][H]. (7) Given the product [CH3:3][O:4][C:5]1[CH:6]=[C:7]2[C:11](=[CH:12][CH:13]=1)[N:10]([CH2:24][CH2:25][CH2:26][CH2:27][CH2:28][Cl:29])[C:9]1[C:14]3[CH:22]=[CH:21][CH:20]=[CH:19][C:15]=3[S:16][CH2:17][CH2:18][C:8]2=1, predict the reactants needed to synthesize it. The reactants are: [H-].[Na+].[CH3:3][O:4][C:5]1[CH:6]=[C:7]2[C:11](=[CH:12][CH:13]=1)[NH:10][C:9]1[C:14]3[CH:22]=[CH:21][CH:20]=[CH:19][C:15]=3[S:16][CH2:17][CH2:18][C:8]2=1.Br[CH2:24][CH2:25][CH2:26][CH2:27][CH2:28][Cl:29].O.